Dataset: Reaction yield outcomes from USPTO patents with 853,638 reactions. Task: Predict the reaction yield, written as a fraction of the theoretical maximum amount of product (1.0 means a 100% yield; for example, 0.34 means a 34% yield). The yield is 0.330. The catalyst is C([O-])(=O)C.[Pd+2].C([O-])(=O)C. The reactants are [O:1]([CH2:8][C:9]1[CH:18]=[C:12]2[C:13](=[O:17])[NH:14][CH2:15][CH2:16][N:11]2[N:10]=1)[C:2]1[CH:7]=[CH:6][CH:5]=[CH:4][CH:3]=1.C(=O)([O-])[O-].[Cs+].[Cs+].C1(P(C2CCCCC2)C2C=CC=CC=2C2C(C(C)C)=CC(C(C)C)=CC=2C(C)C)CCCCC1.Cl[C:60]1[N:65]=[C:64]([O:66][CH3:67])[C:63]([F:68])=[CH:62][N:61]=1. The product is [F:68][C:63]1[C:64]([O:66][CH3:67])=[N:65][C:60]([N:14]2[CH2:15][CH2:16][N:11]3[N:10]=[C:9]([CH2:8][O:1][C:2]4[CH:3]=[CH:4][CH:5]=[CH:6][CH:7]=4)[CH:18]=[C:12]3[C:13]2=[O:17])=[N:61][CH:62]=1.